Regression. Given two drug SMILES strings and cell line genomic features, predict the synergy score measuring deviation from expected non-interaction effect. From a dataset of NCI-60 drug combinations with 297,098 pairs across 59 cell lines. (1) Drug 1: CCC(=C(C1=CC=CC=C1)C2=CC=C(C=C2)OCCN(C)C)C3=CC=CC=C3.C(C(=O)O)C(CC(=O)O)(C(=O)O)O. Drug 2: B(C(CC(C)C)NC(=O)C(CC1=CC=CC=C1)NC(=O)C2=NC=CN=C2)(O)O. Cell line: MDA-MB-231. Synergy scores: CSS=74.5, Synergy_ZIP=7.02, Synergy_Bliss=6.27, Synergy_Loewe=-16.6, Synergy_HSA=7.34. (2) Drug 1: CC(CN1CC(=O)NC(=O)C1)N2CC(=O)NC(=O)C2. Drug 2: C1CN(P(=O)(OC1)NCCCl)CCCl. Cell line: MCF7. Synergy scores: CSS=4.58, Synergy_ZIP=-4.75, Synergy_Bliss=-7.36, Synergy_Loewe=-17.8, Synergy_HSA=-7.51. (3) Drug 1: C1CCN(CC1)CCOC2=CC=C(C=C2)C(=O)C3=C(SC4=C3C=CC(=C4)O)C5=CC=C(C=C5)O. Drug 2: CNC(=O)C1=CC=CC=C1SC2=CC3=C(C=C2)C(=NN3)C=CC4=CC=CC=N4. Cell line: SR. Synergy scores: CSS=58.8, Synergy_ZIP=0.220, Synergy_Bliss=-0.652, Synergy_Loewe=-24.4, Synergy_HSA=-1.02. (4) Drug 2: CC1C(C(CC(O1)OC2CC(CC3=C2C(=C4C(=C3O)C(=O)C5=CC=CC=C5C4=O)O)(C(=O)C)O)N)O. Drug 1: C1=CN(C=N1)CC(O)(P(=O)(O)O)P(=O)(O)O. Synergy scores: CSS=33.8, Synergy_ZIP=0.0556, Synergy_Bliss=0.240, Synergy_Loewe=-25.9, Synergy_HSA=0.506. Cell line: HCT-15.